From a dataset of Catalyst prediction with 721,799 reactions and 888 catalyst types from USPTO. Predict which catalyst facilitates the given reaction. Reactant: [Cl:1][C:2]1[N:11]=[CH:10][CH:9]=[CH:8][C:3]=1[C:4](OC)=[O:5].[H-].[H-].[H-].[H-].[Li+].[Al+3]. Product: [Cl:1][C:2]1[C:3]([CH2:4][OH:5])=[CH:8][CH:9]=[CH:10][N:11]=1. The catalyst class is: 1.